Dataset: Reaction yield outcomes from USPTO patents with 853,638 reactions. Task: Predict the reaction yield, written as a fraction of the theoretical maximum amount of product (1.0 means a 100% yield; for example, 0.34 means a 34% yield). (1) The reactants are [CH3:1][O:2][C:3]1[C:12]([NH:13][C:14](=[O:18])OCC)=[N:11][C:10]2[C:5](=[CH:6][CH:7]=[C:8]([CH3:19])[CH:9]=2)[N:4]=1.[CH3:20][O:21][C:22]1[CH:23]=[C:24]([N:28]2[CH2:33][CH2:32][NH:31][CH2:30][CH2:29]2)[CH:25]=[CH:26][CH:27]=1. No catalyst specified. The product is [CH3:1][O:2][C:3]1[C:12]([NH:13][C:14]([N:31]2[CH2:30][CH2:29][N:28]([C:24]3[CH:25]=[CH:26][CH:27]=[C:22]([O:21][CH3:20])[CH:23]=3)[CH2:33][CH2:32]2)=[O:18])=[N:11][C:10]2[C:5](=[CH:6][CH:7]=[C:8]([CH3:19])[CH:9]=2)[N:4]=1. The yield is 0.730. (2) The reactants are [CH3:1][O:2][C:3](=[O:24])[C:4]1[CH:9]=[CH:8][C:7]([NH2:10])=[CH:6][C:5]=1[NH:11][C:12]([C:14]1[S:18][C:17]2[CH:19]=[CH:20][CH:21]=[CH:22][C:16]=2[C:15]=1[Cl:23])=[O:13].[Cl:25][C:26]1[CH:33]=[CH:32][C:29]([CH2:30]Br)=[CH:28][CH:27]=1.C(=O)([O-])[O-].[K+].[K+]. The catalyst is CN(C=O)C.O. The product is [CH3:1][O:2][C:3](=[O:24])[C:4]1[CH:9]=[CH:8][C:7]([NH:10][CH2:30][C:29]2[CH:32]=[CH:33][C:26]([Cl:25])=[CH:27][CH:28]=2)=[CH:6][C:5]=1[NH:11][C:12]([C:14]1[S:18][C:17]2[CH:19]=[CH:20][CH:21]=[CH:22][C:16]=2[C:15]=1[Cl:23])=[O:13]. The yield is 0.270. (3) The reactants are [CH2:1]([C:5]1[NH:14][C:13](=[O:15])[C:12]2[C:7](=[CH:8][CH:9]=[CH:10][C:11]=2[Cl:16])[N:6]=1)[CH2:2][CH:3]=C.[O:17]1CCOCC1. The catalyst is O=[Os](=O)(=O)=O. The product is [Cl:16][C:11]1[C:12]2[C:13](=[O:15])[N:14]3[CH:3]([OH:17])[CH2:2][CH2:1][C:5]3=[N:6][C:7]=2[CH:8]=[CH:9][CH:10]=1. The yield is 0.480. (4) The reactants are [OH:1][C:2]1[NH:3][C:4]2[C:9]([C:10]=1[C:11]1[CH:16]=[CH:15][C:14]([S:17]([N:20]3[CH2:25][CH2:24][N:23]([CH3:26])[CH2:22][CH2:21]3)(=[O:19])=[O:18])=[CH:13][N:12]=1)=[CH:8][C:7]([C:27]#N)=[CH:6][CH:5]=2.[OH-:29].[Na+].[ClH:31].[OH2:32]. No catalyst specified. The product is [ClH:31].[OH:1][C:2]1[NH:3][C:4]2[C:9]([C:10]=1[C:11]1[CH:16]=[CH:15][C:14]([S:17]([N:20]3[CH2:21][CH2:22][N:23]([CH3:26])[CH2:24][CH2:25]3)(=[O:19])=[O:18])=[CH:13][N:12]=1)=[CH:8][C:7]([C:27]([OH:32])=[O:29])=[CH:6][CH:5]=2. The yield is 0.890. (5) The reactants are [C:1]1([C:32]2[CH:37]=[CH:36][CH:35]=[CH:34][CH:33]=2)[CH:6]=[CH:5][C:4]([C@@:7]2([S:30][CH3:31])[CH2:11][N:10]([C:12](=[O:26])[C@@H:13]([NH:18][C:19]([O:21][C:22]([CH3:25])([CH3:24])[CH3:23])=[O:20])[C:14]([CH3:17])([CH3:16])[CH3:15])[C@H:9]([C:27]([OH:29])=O)[CH2:8]2)=[CH:3][CH:2]=1.C1(C)C=CC(S(O)(=O)=O)=CC=1.[NH2:49][C@:50]1([C:55]([NH:57][S:58]([CH:61]2[CH2:63][CH2:62]2)(=[O:60])=[O:59])=[O:56])[CH2:52][C@H:51]1[CH:53]=[CH2:54].O.CN(C(ON1N=NC2C=CC=NC1=2)=[N+](C)C)C.F[P-](F)(F)(F)(F)F.C(N(CC)C(C)C)(C)C. The catalyst is C(Cl)Cl. The product is [C:1]1([C:32]2[CH:37]=[CH:36][CH:35]=[CH:34][CH:33]=2)[CH:6]=[CH:5][C:4]([C@@:7]2([S:30][CH3:31])[CH2:11][N:10]([C:12](=[O:26])[C@@H:13]([NH:18][C:19](=[O:20])[O:21][C:22]([CH3:25])([CH3:23])[CH3:24])[C:14]([CH3:16])([CH3:17])[CH3:15])[C@H:9]([C:27](=[O:29])[NH:49][C@:50]3([C:55](=[O:56])[NH:57][S:58]([CH:61]4[CH2:63][CH2:62]4)(=[O:60])=[O:59])[CH2:52][C@H:51]3[CH:53]=[CH2:54])[CH2:8]2)=[CH:3][CH:2]=1. The yield is 0.493. (6) The reactants are [Cl:1][C:2]1[C:3]([N:27]2[CH2:32][CH2:31][N:30]([C:33]3[CH:38]=[CH:37][CH:36]=[CH:35][N:34]=3)[CH2:29][CH2:28]2)=[C:4]([F:26])[CH:5]=[C:6]2[C:11]=1[N:10]([C:12]1[CH:17]=[CH:16][C:15]([CH2:18]O)=[CH:14][CH:13]=1)[CH:9]=[C:8]([C:20]([O:22][CH2:23][CH3:24])=[O:21])[C:7]2=[O:25].P(Br)(Br)[Br:40]. The catalyst is C(Cl)Cl. The product is [Br:40][CH2:18][C:15]1[CH:16]=[CH:17][C:12]([N:10]2[C:11]3[C:6](=[CH:5][C:4]([F:26])=[C:3]([N:27]4[CH2:32][CH2:31][N:30]([C:33]5[CH:38]=[CH:37][CH:36]=[CH:35][N:34]=5)[CH2:29][CH2:28]4)[C:2]=3[Cl:1])[C:7](=[O:25])[C:8]([C:20]([O:22][CH2:23][CH3:24])=[O:21])=[CH:9]2)=[CH:13][CH:14]=1. The yield is 0.710. (7) The reactants are [CH2:1]([Mg]Br)[C:2]([CH3:5])([CH3:4])C.Cl[CH2:9]Cl.O1[CH2:15][CH2:14][O:13]C1.O1C[CH2:19][CH2:18][CH2:17]1. The product is [C:14]1(=[O:13])[C:5]2[C:2](=[CH:1][CH:17]=[CH:18][CH:19]=2)[CH2:4][CH2:9][CH2:15]1. The catalyst is [Cl-].[Zn+2].[Cl-]. The yield is 0.990. (8) The reactants are Br[C:2]1[CH:3]=[CH:4][C:5]2[C:6]3[CH2:24][N:23]([C:25]([O:27][C:28]([CH3:31])([CH3:30])[CH3:29])=[O:26])[CH2:22][CH2:21][C:7]=3[N:8]([S:11]([C:14]3[CH:20]=[CH:19][C:17]([CH3:18])=[CH:16][CH:15]=3)(=[O:13])=[O:12])[C:9]=2[CH:10]=1.[CH2:32]([N:40]1[CH2:45][CH2:44][NH:43][C:42](=[O:46])[CH2:41]1)[CH2:33][C:34]1[CH:39]=[CH:38][CH:37]=[CH:36][CH:35]=1. No catalyst specified. The product is [O:46]=[C:42]1[CH2:41][N:40]([CH2:32][CH2:33][C:34]2[CH:39]=[CH:38][CH:37]=[CH:36][CH:35]=2)[CH2:45][CH2:44][N:43]1[C:2]1[CH:3]=[CH:4][C:5]2[C:6]3[CH2:24][N:23]([C:25]([O:27][C:28]([CH3:31])([CH3:30])[CH3:29])=[O:26])[CH2:22][CH2:21][C:7]=3[N:8]([S:11]([C:14]3[CH:20]=[CH:19][C:17]([CH3:18])=[CH:16][CH:15]=3)(=[O:13])=[O:12])[C:9]=2[CH:10]=1. The yield is 0.600. (9) The reactants are C([Li])CCC.[CH2:6]([O:8][C:9]1[CH:14]=[C:13]([F:15])[CH:12]=[C:11]([F:16])[CH:10]=1)[CH3:7].[C:17](=[O:19])=[O:18].[OH-].[Na+]. The catalyst is O1CCCC1.O. The product is [CH2:6]([O:8][C:9]1[CH:10]=[C:11]([F:16])[C:12]([C:17]([OH:19])=[O:18])=[C:13]([F:15])[CH:14]=1)[CH3:7]. The yield is 0.890.